This data is from Reaction yield outcomes from USPTO patents with 853,638 reactions. The task is: Predict the reaction yield, written as a fraction of the theoretical maximum amount of product (1.0 means a 100% yield; for example, 0.34 means a 34% yield). (1) The reactants are [Br:1][C:2]1[C:3]([C:9]([OH:11])=[O:10])=[N:4][C:5]([Cl:8])=[CH:6][CH:7]=1.[CH3:12]O. The catalyst is OS(O)(=O)=O.O. The product is [Br:1][C:2]1[C:3]([C:9]([O:11][CH3:12])=[O:10])=[N:4][C:5]([Cl:8])=[CH:6][CH:7]=1. The yield is 0.820. (2) The reactants are [NH2:1][C:2]1[C:7]([OH:8])=[C:6]([S:9]([N:12]2[CH2:17][CH2:16][N:15]([CH3:18])[CH2:14][CH2:13]2)(=[O:11])=[O:10])[C:5]([Cl:19])=[CH:4][CH:3]=1.[CH2:20]([O:22][C:23]1[C:24](=O)[C:25](=[O:30])[C:26]=1[O:27]CC)[CH3:21]. The catalyst is C(O)C. The product is [Cl:19][C:5]1[CH:4]=[CH:3][C:2]([NH:1][C:24]2[C:25](=[O:30])[C:26](=[O:27])[C:23]=2[O:22][CH2:20][CH3:21])=[C:7]([OH:8])[C:6]=1[S:9]([N:12]1[CH2:17][CH2:16][N:15]([CH3:18])[CH2:14][CH2:13]1)(=[O:11])=[O:10]. The yield is 0.740. (3) The reactants are [Br-].C1([P+](C2C=CC=CC=2)(C2C=CC=CC=2)[CH2:9][C:10]2[S:11][CH:12]=[C:13]([C:15]3[CH:20]=[CH:19][CH:18]=[CH:17][CH:16]=3)[N:14]=2)C=CC=CC=1.CC(C)([O-])C.[K+].[C:39]([C:44]1[CH:53]=[CH:52][C:47]([C:48](OC)=[O:49])=[CH:46][CH:45]=1)(=O)[CH2:40][CH2:41][CH3:42].C1(C)C=CC=CC=1.[H-].C([Al+]CC(C)C)C(C)C.O.O.O.O.O.O.O.O.O.O.S([O-])([O-])(=O)=O.[Na+].[Na+]. The catalyst is C1C=CC=CC=1.O1CCCC1.[C].[Pd].CO.O. The product is [C:15]1([C:13]2[N:14]=[C:10]([CH2:9][CH:39]([C:44]3[CH:45]=[CH:46][C:47]([CH2:48][OH:49])=[CH:52][CH:53]=3)[CH2:40][CH2:41][CH3:42])[S:11][CH:12]=2)[CH:16]=[CH:17][CH:18]=[CH:19][CH:20]=1. The yield is 0.480.